Dataset: Forward reaction prediction with 1.9M reactions from USPTO patents (1976-2016). Task: Predict the product of the given reaction. Given the reactants Cl[C:2]1[N:7]2[N:8]=[C:9]([CH3:11])[CH:10]=[C:6]2[N:5]=[C:4]([NH:12][C:13]([C@@H:15]2[CH2:17][C@H:16]2[C:18]2[CH:23]=[CH:22][N:21]=[CH:20][CH:19]=2)=[O:14])[CH:3]=1.[NH:24]1[CH2:29][CH2:28][CH:27]([NH:30][C:31](=[O:33])[CH3:32])[CH2:26][CH2:25]1, predict the reaction product. The product is: [C:31]([NH:30][CH:27]1[CH2:28][CH2:29][N:24]([C:2]2[N:7]3[N:8]=[C:9]([CH3:11])[CH:10]=[C:6]3[N:5]=[C:4]([NH:12][C:13]([CH:15]3[CH2:17][CH:16]3[C:18]3[CH:23]=[CH:22][N:21]=[CH:20][CH:19]=3)=[O:14])[CH:3]=2)[CH2:25][CH2:26]1)(=[O:33])[CH3:32].